Task: Regression. Given two drug SMILES strings and cell line genomic features, predict the synergy score measuring deviation from expected non-interaction effect.. Dataset: NCI-60 drug combinations with 297,098 pairs across 59 cell lines (1) Drug 1: CC12CCC3C(C1CCC2=O)CC(=C)C4=CC(=O)C=CC34C. Drug 2: CC1C(C(CC(O1)OC2CC(CC3=C2C(=C4C(=C3O)C(=O)C5=CC=CC=C5C4=O)O)(C(=O)C)O)N)O. Cell line: OVCAR3. Synergy scores: CSS=41.9, Synergy_ZIP=7.75, Synergy_Bliss=9.32, Synergy_Loewe=-0.317, Synergy_HSA=6.55. (2) Drug 1: CC1C(C(CC(O1)OC2CC(CC3=C2C(=C4C(=C3O)C(=O)C5=C(C4=O)C(=CC=C5)OC)O)(C(=O)CO)O)N)O.Cl. Drug 2: C1CCN(CC1)CCOC2=CC=C(C=C2)C(=O)C3=C(SC4=C3C=CC(=C4)O)C5=CC=C(C=C5)O. Cell line: SNB-19. Synergy scores: CSS=2.93, Synergy_ZIP=0.522, Synergy_Bliss=4.04, Synergy_Loewe=2.96, Synergy_HSA=3.22. (3) Drug 1: C1=CC(=CC=C1CCCC(=O)O)N(CCCl)CCCl. Drug 2: C1=CC(=CC=C1C#N)C(C2=CC=C(C=C2)C#N)N3C=NC=N3. Cell line: NCI/ADR-RES. Synergy scores: CSS=4.81, Synergy_ZIP=-7.65, Synergy_Bliss=-5.44, Synergy_Loewe=-7.10, Synergy_HSA=-5.32.